This data is from CYP1A2 inhibition data for predicting drug metabolism from PubChem BioAssay. The task is: Regression/Classification. Given a drug SMILES string, predict its absorption, distribution, metabolism, or excretion properties. Task type varies by dataset: regression for continuous measurements (e.g., permeability, clearance, half-life) or binary classification for categorical outcomes (e.g., BBB penetration, CYP inhibition). Dataset: cyp1a2_veith. (1) The molecule is Cc1nc2ccccc2n1CC(=O)N/N=C\C=C\c1ccccc1. The result is 1 (inhibitor). (2) The compound is Cc1ccc(C(C(=O)NC2CCCCC2)N(CC2CCCO2)C(=O)CNC(=O)c2cccs2)cc1. The result is 0 (non-inhibitor). (3) The compound is O=c1[nH]c2cc(Cl)c(Cl)cc2[nH]c1=O. The result is 1 (inhibitor). (4) The drug is CC1CCN(C2CCN(S(=O)(=O)c3ccc(F)cc3)CC2)CC1.O=C(O)C(=O)O. The result is 0 (non-inhibitor). (5) The drug is N[C@@](CCc1ccccc1)(C(=O)O)c1ccccc1. The result is 0 (non-inhibitor).